From a dataset of Peptide-MHC class II binding affinity with 134,281 pairs from IEDB. Regression. Given a peptide amino acid sequence and an MHC pseudo amino acid sequence, predict their binding affinity value. This is MHC class II binding data. (1) The peptide sequence is EKKYFAATQFEPLFA. The MHC is DRB1_1001 with pseudo-sequence DRB1_1001. The binding affinity (normalized) is 0.737. (2) The peptide sequence is DEELLKAVRIIKILYQSNP. The MHC is HLA-DQA10201-DQB10202 with pseudo-sequence HLA-DQA10201-DQB10202. The binding affinity (normalized) is 0.182.